From a dataset of Catalyst prediction with 721,799 reactions and 888 catalyst types from USPTO. Predict which catalyst facilitates the given reaction. (1) Reactant: Br[CH2:2][C:3]1[S:7][CH:6]=[N:5][CH:4]=1.[CH3:8][C:9]1[N:14]=[C:13]([SH:15])[N:12]=[C:11]([OH:16])[CH:10]=1.C(N(CC)CC)C. Product: [CH3:8][C:9]1[N:14]=[C:13]([S:15][CH2:2][C:3]2[S:7][CH:6]=[N:5][CH:4]=2)[N:12]=[C:11]([OH:16])[CH:10]=1. The catalyst class is: 8. (2) Reactant: [NH2:1][C:2]1[CH:7]=[C:6]([CH3:8])[CH:5]=[C:4]([CH3:9])[C:3]=1[OH:10].C(OCC)(=O)C.C(=O)([O-])O.[Na+].[Br:22][CH:23]([CH2:27][CH2:28][CH2:29][CH3:30])[C:24](Br)=[O:25]. Product: [Br:22][CH:23]([CH2:27][CH2:28][CH2:29][CH3:30])[C:24]([NH:1][C:2]1[CH:7]=[C:6]([CH3:8])[CH:5]=[C:4]([CH3:9])[C:3]=1[OH:10])=[O:25]. The catalyst class is: 6.